From a dataset of Forward reaction prediction with 1.9M reactions from USPTO patents (1976-2016). Predict the product of the given reaction. (1) Given the reactants [P:1]([O:5][CH2:6][CH2:7][O:8][CH2:9][CH2:10][O:11][CH2:12][CH2:13][O:14][CH2:15][CH2:16][O:17][C:18]([O:20][CH2:21][O:22][C:23](=[O:77])[C:24]1[CH:29]=[C:28](CC2C=CC=CC=2)[C:27]([NH:37][C:38]([C@H:40]2[C@H:44]([C:45]3[CH:50]=[CH:49][CH:48]=[C:47]([Cl:51])[C:46]=3[F:52])[C@:43]([C:55]3[CH:60]=[CH:59][C:58]([Cl:61])=[CH:57][C:56]=3[F:62])([C:53]#[N:54])[C@H:42]([CH2:63][C:64]([CH3:67])([CH3:66])[CH3:65])[NH:41]2)=[O:39])=[C:26]([O:68][CH3:69])[C:25]=1CC1C=CC=CC=1)=[O:19])([OH:4])([OH:3])=[O:2].[H][H], predict the reaction product. The product is: [P:1]([O:5][CH2:6][CH2:7][O:8][CH2:9][CH2:10][O:11][CH2:12][CH2:13][O:14][CH2:15][CH2:16][O:17][C:18]([O:20][CH2:21][O:22][C:23](=[O:77])[C:24]1[CH:29]=[CH:28][C:27]([NH:37][C:38]([C@H:40]2[C@H:44]([C:45]3[CH:50]=[CH:49][CH:48]=[C:47]([Cl:51])[C:46]=3[F:52])[C@:43]([C:55]3[CH:60]=[CH:59][C:58]([Cl:61])=[CH:57][C:56]=3[F:62])([C:53]#[N:54])[C@H:42]([CH2:63][C:64]([CH3:66])([CH3:67])[CH3:65])[NH:41]2)=[O:39])=[C:26]([O:68][CH3:69])[CH:25]=1)=[O:19])([OH:3])([OH:4])=[O:2]. (2) Given the reactants [CH:1]1([N:4]([CH:18]2[CH2:23][CH2:22][NH:21][CH2:20][CH2:19]2)[S:5]([C:8]2[CH:13]=[CH:12][CH:11]=[C:10]([C:14]([F:17])([F:16])[F:15])[CH:9]=2)(=[O:7])=[O:6])[CH2:3][CH2:2]1.C(N(CC)CC)C.Br[CH2:32][C:33]1[CH:38]=[CH:37][C:36]([O:39][CH3:40])=[C:35]([C:41]([F:44])([F:43])[F:42])[CH:34]=1, predict the reaction product. The product is: [CH:1]1([N:4]([CH:18]2[CH2:23][CH2:22][N:21]([CH2:32][C:33]3[CH:38]=[CH:37][C:36]([O:39][CH3:40])=[C:35]([C:41]([F:42])([F:43])[F:44])[CH:34]=3)[CH2:20][CH2:19]2)[S:5]([C:8]2[CH:13]=[CH:12][CH:11]=[C:10]([C:14]([F:17])([F:15])[F:16])[CH:9]=2)(=[O:6])=[O:7])[CH2:3][CH2:2]1. (3) Given the reactants [CH3:1][N:2]([CH3:28])[CH2:3][CH2:4][NH:5][C:6]([C:8]1[C:21]2[C:12](=[N:13][C:14]3[C:19]([N:20]=2)=[C:18]2[CH:22]=[CH:23][N:24]=[C:25]([O:26]C)[C:17]2=[CH:16][CH:15]=3)[CH:11]=[CH:10][CH:9]=1)=[O:7].Br.C([O-])(O)=O.[Na+], predict the reaction product. The product is: [CH3:1][N:2]([CH3:28])[CH2:3][CH2:4][NH:5][C:6]([C:8]1[C:21]2[C:12](=[N:13][C:14]3[C:19]([N:20]=2)=[C:18]2[CH:22]=[CH:23][N:24]=[C:25]([OH:26])[C:17]2=[CH:16][CH:15]=3)[CH:11]=[CH:10][CH:9]=1)=[O:7]. (4) Given the reactants [CH3:1][NH:2][C@H:3]([C:11](O)=[O:12])[CH2:4][C:5]1[CH:10]=[CH:9][CH:8]=[CH:7][CH:6]=1.[H-].[Al+3].[Li+].[H-].[H-].[H-].[OH-].[Na+], predict the reaction product. The product is: [CH3:1][NH:2][C@@H:3]([CH2:4][C:5]1[CH:10]=[CH:9][CH:8]=[CH:7][CH:6]=1)[CH2:11][OH:12].